From a dataset of Forward reaction prediction with 1.9M reactions from USPTO patents (1976-2016). Predict the product of the given reaction. Given the reactants [OH-].[Na+].C[O:4][C:5](=[O:29])[C:6]1[CH:11]=[CH:10][C:9]([Cl:12])=[C:8]([NH:13][C:14]([C:16]2[C:27](=[O:28])[NH:26][C:19]3[N:20]=[C:21]([O:24][CH3:25])[N:22]=[CH:23][C:18]=3[CH:17]=2)=[O:15])[CH:7]=1, predict the reaction product. The product is: [Cl:12][C:9]1[CH:10]=[CH:11][C:6]([C:5]([OH:29])=[O:4])=[CH:7][C:8]=1[NH:13][C:14]([C:16]1[C:27](=[O:28])[NH:26][C:19]2[N:20]=[C:21]([O:24][CH3:25])[N:22]=[CH:23][C:18]=2[CH:17]=1)=[O:15].